This data is from Full USPTO retrosynthesis dataset with 1.9M reactions from patents (1976-2016). The task is: Predict the reactants needed to synthesize the given product. (1) Given the product [NH:14]1[C:11]2=[N:12][CH:13]=[C:8]([C:5]3[CH:6]=[CH:7][C:2]4[N:1]=[CH:32][NH:34][C:27](=[O:29])[C:3]=4[N:4]=3)[CH:9]=[C:10]2[CH:16]=[CH:15]1, predict the reactants needed to synthesize it. The reactants are: [NH2:1][C:2]1[C:3]([C:27]([O:29]C)=O)=[N:4][C:5]([C:8]2[CH:9]=[C:10]3[CH:16]=[CH:15][N:14]([Si](C(C)C)(C(C)C)C(C)C)[C:11]3=[N:12][CH:13]=2)=[CH:6][CH:7]=1.O.[CH:32]([NH2:34])=O. (2) The reactants are: [CH3:1][C:2]([CH3:19])([O:4][C:5]([N:7]1[CH2:12][CH2:11][N:10]([CH:13]2[CH2:18][CH2:17][NH:16][CH2:15][CH2:14]2)[CH2:9][CH2:8]1)=[O:6])[CH3:3].[C:20]1(=O)[CH2:25][CH2:24][CH2:23][CH2:22][CH2:21]1. Given the product [CH3:3][C:2]([CH3:19])([O:4][C:5]([N:7]1[CH2:12][CH2:11][N:10]([CH:13]2[CH2:14][CH2:15][N:16]([CH:20]3[CH2:25][CH2:24][CH2:23][CH2:22][CH2:21]3)[CH2:17][CH2:18]2)[CH2:9][CH2:8]1)=[O:6])[CH3:1], predict the reactants needed to synthesize it. (3) Given the product [Br:11][C:12]1[CH:13]=[N:14][C:15]([O:10][C:7]2[CH:8]=[CH:9][C:4]([I:3])=[CH:5][CH:6]=2)=[C:16]([CH:20]=1)[C:17]([OH:19])=[O:18], predict the reactants needed to synthesize it. The reactants are: [H-].[Na+].[I:3][C:4]1[CH:9]=[CH:8][C:7]([OH:10])=[CH:6][CH:5]=1.[Br:11][C:12]1[CH:13]=[N:14][C:15](Cl)=[C:16]([CH:20]=1)[C:17]([OH:19])=[O:18].CC(O)=O. (4) Given the product [Br:1][C:2]1[S:3][C:4]([CH3:11])=[C:5]([CH2:7][OH:8])[N:6]=1, predict the reactants needed to synthesize it. The reactants are: [Br:1][C:2]1[S:3][C:4]([CH3:11])=[C:5]([C:7](OC)=[O:8])[N:6]=1.CO.[BH4-].[Li+]. (5) Given the product [OH:28][CH:27]([C:26]1[CH:29]=[CH:30][C:23]([CH3:18])=[CH:24][CH:25]=1)[C:7]1[N:6]([S:3]([N:2]([CH3:11])[CH3:1])(=[O:4])=[O:5])[CH:10]=[CH:9][N:8]=1, predict the reactants needed to synthesize it. The reactants are: [CH3:1][N:2]([CH3:11])[S:3]([N:6]1[CH:10]=[CH:9][N:8]=[CH:7]1)(=[O:5])=[O:4].[Li]CCCC.C1(C)C=CC=C[C:18]=1[C:23]1[CH:30]=[CH:29][C:26]([CH:27]=[O:28])=[CH:25][CH:24]=1.